From a dataset of Experimentally validated miRNA-target interactions with 360,000+ pairs, plus equal number of negative samples. Binary Classification. Given a miRNA mature sequence and a target amino acid sequence, predict their likelihood of interaction. The miRNA is rno-miR-182 with sequence UUUGGCAAUGGUAGAACUCACACCG. The protein sequence of the target gene is MAQRLLLRRFLASVISRKPSQGQWPPLTSRALQTPQCSPGGLTVTPNPARTIYTTRISLTTFNIQDGPDFQDRVVNSETPVVVDFHAQWCGPCKILGPRLEKMVAKQHGKVVMAKVDIDDHTDLAIEYEVSAVPTVLAMKNGDVVDKFVGIKDEDQLEAFLKKLIG. Result: 0 (no interaction).